Task: Predict the product of the given reaction.. Dataset: Forward reaction prediction with 1.9M reactions from USPTO patents (1976-2016) (1) Given the reactants [C:1]([O:5][C:6](=[O:35])[CH2:7][O:8][C:9]1[C:18]2[CH2:17][CH2:16][CH2:15][C@@H:14]([N:19]([S:21]([C:24]3[CH:29]=[C:28]([C:30]([F:33])([F:32])[F:31])[CH:27]=[C:26](F)[CH:25]=3)(=[O:23])=[O:22])[CH3:20])[C:13]=2[CH:12]=[CH:11][CH:10]=1)([CH3:4])([CH3:3])[CH3:2].[NH:36]1[CH2:40][CH2:39][CH2:38][CH2:37]1.O, predict the reaction product. The product is: [C:1]([O:5][C:6](=[O:35])[CH2:7][O:8][C:9]1[C:18]2[CH2:17][CH2:16][CH2:15][C@@H:14]([N:19]([CH3:20])[S:21]([C:24]3[CH:29]=[C:28]([C:30]([F:32])([F:33])[F:31])[CH:27]=[C:26]([N:36]4[CH2:40][CH2:39][CH2:38][CH2:37]4)[CH:25]=3)(=[O:22])=[O:23])[C:13]=2[CH:12]=[CH:11][CH:10]=1)([CH3:2])([CH3:3])[CH3:4]. (2) Given the reactants [O:1]1[CH:5]=[N:4][C:3]([C:6]2[CH:11]=[CH:10][C:9]([NH2:12])=[CH:8][CH:7]=2)=[N:2]1.[N:13]([O-])=O.[Na+].O.O.[Sn](Cl)(Cl)(Cl)Cl.N, predict the reaction product. The product is: [O:1]1[CH:5]=[N:4][C:3]([C:6]2[CH:11]=[CH:10][C:9]([NH:12][NH2:13])=[CH:8][CH:7]=2)=[N:2]1. (3) Given the reactants [F:1][C:2]1[C:7]2[CH2:8][CH2:9][CH:10]([N:19]3C=C(C4C=CC(C5C=CN=CC=5)=CC=4F)[N:21]=[N:20]3)[C:11](=[O:18])[N:12]([CH2:13][C:14]([F:17])([F:16])[F:15])[C:6]=2[CH:5]=[CH:4][CH:3]=1.[C:37]([C:39]1[CH:44]=[CH:43][C:42]([C:45]2[N:49]=[C:48]([CH3:50])[O:47][N:46]=2)=[CH:41][C:40]=1[O:51][CH3:52])#[CH:38], predict the reaction product. The product is: [F:1][C:2]1[C:7]2[CH2:8][CH2:9][CH:10]([N:19]3[CH:38]=[C:37]([C:39]4[CH:44]=[CH:43][C:42]([C:45]5[N:49]=[C:48]([CH3:50])[O:47][N:46]=5)=[CH:41][C:40]=4[O:51][CH3:52])[N:21]=[N:20]3)[C:11](=[O:18])[N:12]([CH2:13][C:14]([F:15])([F:16])[F:17])[C:6]=2[CH:5]=[CH:4][CH:3]=1. (4) The product is: [CH2:1]([O:8][N:9]1[C:15](=[O:16])[N:14]2[CH2:17][C@H:10]1[CH2:11][CH2:12][C@H:13]2[C:18]1[O:23][C:22]([N:24]2[CH2:29][CH2:28][N:27]([C:30]([O:32][C:33]([CH3:35])([CH3:36])[CH3:34])=[O:31])[CH2:26][CH2:25]2)=[N:21][N:20]=1)[C:2]1[CH:3]=[CH:4][CH:5]=[CH:6][CH:7]=1. Given the reactants [CH2:1]([O:8][N:9]1[C:15](=[O:16])[N:14]2[CH2:17][C@H:10]1[CH2:11][CH2:12][C@H:13]2[C:18]([NH:20][NH:21][C:22]([N:24]1[CH2:29][CH2:28][N:27]([C:30]([O:32][C:33]([CH3:36])([CH3:35])[CH3:34])=[O:31])[CH2:26][CH2:25]1)=[O:23])=O)[C:2]1[CH:7]=[CH:6][CH:5]=[CH:4][CH:3]=1.N1C=CC=CC=1.O(S(C(F)(F)F)(=O)=O)S(C(F)(F)F)(=O)=O.C([O-])(O)=O.[Na+], predict the reaction product.